From a dataset of Forward reaction prediction with 1.9M reactions from USPTO patents (1976-2016). Predict the product of the given reaction. Given the reactants [CH3:1][C:2]1[CH:3]=[CH:4][C:5]2[N:6]([C:8]([CH2:18][NH:19][C:20](=[O:31])[C:21]3[CH:26]=[CH:25][C:24]([C:27]([F:30])([F:29])[F:28])=[CH:23][CH:22]=3)=[C:9]([C:11]3[CH:16]=[CH:15][C:14]([CH3:17])=[CH:13][CH:12]=3)[N:10]=2)[CH:7]=1.[H-].[Na+].[CH2:34](I)[CH2:35][CH3:36].[OH-].[Na+], predict the reaction product. The product is: [CH3:1][C:2]1[CH:3]=[CH:4][C:5]2[N:6]([C:8]([CH2:18][N:19]([CH2:34][CH2:35][CH3:36])[C:20](=[O:31])[C:21]3[CH:26]=[CH:25][C:24]([C:27]([F:28])([F:30])[F:29])=[CH:23][CH:22]=3)=[C:9]([C:11]3[CH:16]=[CH:15][C:14]([CH3:17])=[CH:13][CH:12]=3)[N:10]=2)[CH:7]=1.